From a dataset of Full USPTO retrosynthesis dataset with 1.9M reactions from patents (1976-2016). Predict the reactants needed to synthesize the given product. (1) Given the product [CH3:32][N:33]1[C:37]2[CH:38]=[CH:39][C:40]([CH2:42][O:43][C:15](=[O:16])[NH:14][C:12]3[S:13][C:9]([C:3]4[CH:4]=[CH:5][C:6]([Cl:8])=[CH:7][C:2]=4[Cl:1])=[N:10][N:11]=3)=[CH:41][C:36]=2[N:35]=[CH:34]1, predict the reactants needed to synthesize it. The reactants are: [Cl:1][C:2]1[CH:7]=[C:6]([Cl:8])[CH:5]=[CH:4][C:3]=1[C:9]1[S:13][C:12]([NH2:14])=[N:11][N:10]=1.[C:15](Cl)(=O)[O:16]C1C=CC=CC=1.C(N(CC)CC)C.[CH3:32][N:33]1[C:37]2[CH:38]=[CH:39][C:40]([CH2:42][OH:43])=[CH:41][C:36]=2[N:35]=[CH:34]1.N12CCCN=C1CCCCC2. (2) Given the product [S:16]1[C:20]2[CH:21]=[CH:22][CH:23]=[CH:24][C:19]=2[N:18]=[C:17]1/[C:25](=[CH:12]/[C:11]1[C:2]([Cl:1])=[N:3][C:4]2[C:9]([CH:10]=1)=[CH:8][C:7]([O:14][CH3:15])=[CH:6][CH:5]=2)/[C:26]#[N:27], predict the reactants needed to synthesize it. The reactants are: [Cl:1][C:2]1[C:11]([CH:12]=O)=[CH:10][C:9]2[C:4](=[CH:5][CH:6]=[C:7]([O:14][CH3:15])[CH:8]=2)[N:3]=1.[S:16]1[C:20]2[CH:21]=[CH:22][CH:23]=[CH:24][C:19]=2[N:18]=[C:17]1[CH2:25][C:26]#[N:27]. (3) Given the product [Cl:1][C:2]1[N:3]=[N:4][C:5]([N:13]2[CH2:14][CH2:15][CH:10]([OH:9])[CH2:11][CH2:12]2)=[CH:6][CH:7]=1, predict the reactants needed to synthesize it. The reactants are: [Cl:1][C:2]1[N:3]=[N:4][C:5](Cl)=[CH:6][CH:7]=1.[OH:9][CH:10]1[CH2:15][CH2:14][NH:13][CH2:12][CH2:11]1.Cl.[OH-].[Na+]. (4) Given the product [C:1]([O:5][C:6]([N:8]1[CH2:9][CH2:10][CH:11]([C:14](=[O:16])[NH:17][C@H:18]2[CH2:22][CH2:21][N:20]([CH2:23][C:24]3[CH:29]=[CH:28][CH:27]=[CH:26][CH:25]=3)[CH2:19]2)[CH2:12][CH2:13]1)=[O:7])([CH3:2])([CH3:3])[CH3:4], predict the reactants needed to synthesize it. The reactants are: [C:1]([O:5][C:6]([N:8]1[CH2:13][CH2:12][CH:11]([C:14]([OH:16])=O)[CH2:10][CH2:9]1)=[O:7])([CH3:4])([CH3:3])[CH3:2].[NH2:17][C@H:18]1[CH2:22][CH2:21][N:20]([CH2:23][C:24]2[CH:29]=[CH:28][CH:27]=[CH:26][CH:25]=2)[CH2:19]1.Cl.CN(C)CCCN=C=NCC. (5) The reactants are: Cl[CH2:2][C:3]1[CH:8]=[CH:7][CH:6]=[C:5]([C:9]([F:12])([F:11])[F:10])[CH:4]=1.[F:13][C:14]1[C:19]([F:20])=[CH:18][CH:17]=[CH:16][C:15]=1[C:21]1[N:29]=[C:24]2[CH:25]=[N:26][NH:27][CH:28]=[C:23]2[N:22]=1. Given the product [F:13][C:14]1[C:19]([F:20])=[CH:18][CH:17]=[CH:16][C:15]=1[C:21]1[N:29]=[C:24]2[CH:25]=[N:26][N:27]([CH2:2][C:3]3[CH:8]=[CH:7][CH:6]=[C:5]([C:9]([F:12])([F:11])[F:10])[CH:4]=3)[CH:28]=[C:23]2[N:22]=1, predict the reactants needed to synthesize it. (6) Given the product [CH3:22][C:12]([CH3:23])([CH2:13][C:14](=[O:49])[CH2:15][C:16]1[CH:21]=[CH:20][CH:19]=[CH:18][CH:17]=1)[C:11]#[N:10], predict the reactants needed to synthesize it. The reactants are: ClC1C=CC(C2[C:15]([C:16]3[CH:21]=[CH:20][CH:19]=[CH:18][CH:17]=3)=[C:14]3[N:10]([CH2:11][C:12]([CH3:23])([CH3:22])[CH2:13]3)C=2CC(O)=O)=CC=1.C(C1CC(C)(C)CN=1)C1C=CC=CC=1.C1C(C(CBr)=[O:49])=CC=C(Cl)C=1.ClC1C=CC(C2C(C3C=CC=CC=3)=C3N(CC(C)(C)C3)C=2)=CC=1. (7) Given the product [C:1]([C:3]1[CH:4]=[C:5]([C:6]2[O:8][N:69]=[C:68]([C:52]3[CH:53]=[C:54]4[C:58](=[CH:59][C:51]=3[CH2:49][CH3:50])[N:57]([CH2:60][CH2:61][CH2:62][C:63]([O:65][CH2:66][CH3:67])=[O:64])[N:56]=[CH:55]4)[N:70]=2)[CH:9]=[CH:10][C:11]=1[O:12][CH:13]([CH3:15])[CH3:14])#[N:2], predict the reactants needed to synthesize it. The reactants are: [C:1]([C:3]1[CH:4]=[C:5]([CH:9]=[CH:10][C:11]=1[O:12][CH:13]([CH3:15])[CH3:14])[C:6]([OH:8])=O)#[N:2].CN(C(ON1N=NC2C=CC=NC1=2)=[N+](C)C)C.F[P-](F)(F)(F)(F)F.CCN(C(C)C)C(C)C.[CH2:49]([C:51]1[CH:59]=[C:58]2[C:54]([CH:55]=[N:56][N:57]2[CH2:60][CH2:61][CH2:62][C:63]([O:65][CH2:66][CH3:67])=[O:64])=[CH:53][C:52]=1[C:68]([NH:70]O)=[NH:69])[CH3:50]. (8) Given the product [CH:12]1([CH2:15][NH:11][CH2:10][CH2:9][C:4]2[CH:5]=[CH:6][CH:7]=[CH:8][C:3]=2[O:2][CH3:1])[CH2:14][CH2:13]1, predict the reactants needed to synthesize it. The reactants are: [CH3:1][O:2][C:3]1[CH:8]=[CH:7][CH:6]=[CH:5][C:4]=1[CH2:9][CH2:10][NH2:11].[CH:12]1([CH:15]=O)[CH2:14][CH2:13]1. (9) Given the product [F:18][C:3]1[CH:4]=[C:5]([S:8]([C:11]2[CH:16]=[CH:15][CH:14]=[C:13]([Cl:17])[CH:12]=2)(=[O:10])=[O:9])[CH:6]=[CH:7][C:2]=1[C:22]1[CH:21]=[C:20]([F:19])[CH:25]=[CH:24][C:23]=1[O:29][CH3:30], predict the reactants needed to synthesize it. The reactants are: Br[C:2]1[CH:7]=[CH:6][C:5]([S:8]([C:11]2[CH:16]=[CH:15][CH:14]=[C:13]([Cl:17])[CH:12]=2)(=[O:10])=[O:9])=[CH:4][C:3]=1[F:18].[F:19][C:20]1[CH:21]=[CH:22][C:23]([O:29][CH3:30])=[C:24](B(O)O)[CH:25]=1.